Dataset: TCR-epitope binding with 47,182 pairs between 192 epitopes and 23,139 TCRs. Task: Binary Classification. Given a T-cell receptor sequence (or CDR3 region) and an epitope sequence, predict whether binding occurs between them. (1) The epitope is LLLGIGILV. The TCR CDR3 sequence is CATSEAPVTSTDTQYF. Result: 1 (the TCR binds to the epitope). (2) The epitope is GILGFVFTL. The TCR CDR3 sequence is CASSQSTGANVLTF. Result: 1 (the TCR binds to the epitope).